Dataset: Reaction yield outcomes from USPTO patents with 853,638 reactions. Task: Predict the reaction yield, written as a fraction of the theoretical maximum amount of product (1.0 means a 100% yield; for example, 0.34 means a 34% yield). The reactants are Br.[NH2:2][C:3]1[C:4]([OH:17])=[C:5]([C:9]2[S:13][C:12]([C:14]([OH:16])=[O:15])=[CH:11][CH:10]=2)[CH:6]=[CH:7][CH:8]=1.[N:18]([O-])=O.[Na+].[CH3:22][C:23]1[CH2:24][C:25](=[O:38])[N:26]([C:28]2[CH:37]=[CH:36][C:35]3[CH2:34][CH2:33][CH2:32][CH2:31][C:30]=3[CH:29]=2)[N:27]=1.C(=O)(O)[O-].[Na+]. The catalyst is Cl. The product is [OH:17][C:4]1[C:3]([NH:2][N:18]=[C:24]2[C:25](=[O:38])[N:26]([C:28]3[CH:37]=[CH:36][C:35]4[CH2:34][CH2:33][CH2:32][CH2:31][C:30]=4[CH:29]=3)[N:27]=[C:23]2[CH3:22])=[CH:8][CH:7]=[CH:6][C:5]=1[C:9]1[S:13][C:12]([C:14]([OH:16])=[O:15])=[CH:11][CH:10]=1. The yield is 0.0630.